Dataset: Full USPTO retrosynthesis dataset with 1.9M reactions from patents (1976-2016). Task: Predict the reactants needed to synthesize the given product. (1) Given the product [Cl:20][C:21]1[N:22]=[C:23]([C:28]([NH:1][CH:2]2[CH2:5][N:4]([C:6]3[S:7][C:8]4[CH:14]=[C:13]([C:15]([O:17][CH2:18][CH3:19])=[O:16])[CH:12]=[CH:11][C:9]=4[N:10]=3)[CH2:3]2)=[O:29])[NH:24][C:25]=1[CH2:26][CH3:27], predict the reactants needed to synthesize it. The reactants are: [NH2:1][CH:2]1[CH2:5][N:4]([C:6]2[S:7][C:8]3[CH:14]=[C:13]([C:15]([O:17][CH2:18][CH3:19])=[O:16])[CH:12]=[CH:11][C:9]=3[N:10]=2)[CH2:3]1.[Cl:20][C:21]1[N:22]=[C:23]([C:28](O)=[O:29])[NH:24][C:25]=1[CH2:26][CH3:27].CCN=C=NCCCN(C)C.Cl.ON1C2C=CC=CC=2N=N1.CN1CCOCC1. (2) Given the product [C:31]([C:5]1[C:6]2[C:11](=[CH:10][CH:9]=[C:8]([S:12]([NH:15][C:16]3[CH:21]=[CH:20][N:19]=[CH:18][N:17]=3)(=[O:13])=[O:14])[CH:7]=2)[C:2]([C:36]2[CH:37]=[CH:38][C:39]([C:41]([F:44])([F:43])[F:42])=[CH:40][C:35]=2[O:34][CH3:33])=[N:3][CH:4]=1)#[N:32], predict the reactants needed to synthesize it. The reactants are: Cl[C:2]1[C:11]2[C:6](=[CH:7][C:8]([S:12]([N:15](CC3C=CC(OC)=CC=3)[C:16]3[CH:21]=[CH:20][N:19]=[CH:18][N:17]=3)(=[O:14])=[O:13])=[CH:9][CH:10]=2)[C:5]([C:31]#[N:32])=[CH:4][N:3]=1.[CH3:33][O:34][C:35]1[CH:40]=[C:39]([C:41]([F:44])([F:43])[F:42])[CH:38]=[CH:37][C:36]=1B(O)O. (3) Given the product [CH3:1][C:2]1[CH:15]=[C:5]2[C:6]([C@@H:10]3[CH2:12][C@H:11]3[CH2:13][NH:14][C:23](=[O:27])[CH2:24][CH2:25][CH3:26])=[CH:7][CH:8]=[CH:9][N:4]2[N:3]=1, predict the reactants needed to synthesize it. The reactants are: [CH3:1][C:2]1[CH:15]=[C:5]2[C:6]([C@@H:10]3[CH2:12][C@H:11]3[CH2:13][NH2:14])=[CH:7][CH:8]=[CH:9][N:4]2[N:3]=1.C(N(CC)CC)C.[C:23](O[C:23](=[O:27])[CH2:24][CH2:25][CH3:26])(=[O:27])[CH2:24][CH2:25][CH3:26]. (4) Given the product [C:9]1(/[CH:17]=[CH:18]\[C:19]2[CH:20]=[CH:21][CH:22]=[CH:23][CH:24]=2)[CH:10]=[CH:11][CH:12]=[CH:7][CH:8]=1, predict the reactants needed to synthesize it. The reactants are: P([O-])([O-])([O-])=O.I[C:7]1[CH:8]=[C:9](/[CH:17]=[CH:18]\[C:19]2[CH:24]=[CH:23][C:22](OC)=[C:21](O)[CH:20]=2)[CH:10]=[C:11](OC)[C:12]=1OC. (5) The reactants are: [Br:1][C:2]1[CH:3]=[C:4]([N:9]2[CH:13]=[CH:12][CH:11]=[CH:10]2)[C:5]([NH2:8])=[N:6][CH:7]=1.Cl[C:15](Cl)([O:17]C(=O)OC(Cl)(Cl)Cl)Cl. Given the product [Br:1][C:2]1[CH:7]=[N:6][C:5]2[NH:8][C:15](=[O:17])[C:13]3[N:9]([CH:10]=[CH:11][CH:12]=3)[C:4]=2[CH:3]=1, predict the reactants needed to synthesize it. (6) Given the product [Cl:1][C:2]1[N:7]=[C:6]([C:8]2[S:35][C:34]([C:36]3([CH3:49])[CH2:41][CH2:40][N:39]([C:42]([O:44][C:45]([CH3:48])([CH3:47])[CH3:46])=[O:43])[CH2:38][CH2:37]3)=[N:33][C:9]=2[C:11]2[CH:16]=[CH:15][CH:14]=[C:13]([NH:17][C:18]([O:19][CH2:20][CH:21]=[CH2:22])=[O:23])[C:12]=2[F:24])[CH:5]=[CH:4][N:3]=1, predict the reactants needed to synthesize it. The reactants are: [Cl:1][C:2]1[N:7]=[C:6]([CH2:8][C:9]([C:11]2[C:12]([F:24])=[C:13]([NH:17][C:18](=[O:23])[O:19][CH2:20][CH:21]=[CH2:22])[CH:14]=[CH:15][CH:16]=2)=O)[CH:5]=[CH:4][N:3]=1.C1C(=O)N(Br)C(=O)C1.[NH2:33][C:34]([C:36]1([CH3:49])[CH2:41][CH2:40][N:39]([C:42]([O:44][C:45]([CH3:48])([CH3:47])[CH3:46])=[O:43])[CH2:38][CH2:37]1)=[S:35].